Dataset: Catalyst prediction with 721,799 reactions and 888 catalyst types from USPTO. Task: Predict which catalyst facilitates the given reaction. (1) Reactant: [Cl-].[CH2:2]([N+:6]1[CH:10]=[CH:9][N:8]([CH3:11])[CH:7]=1)[CH2:3][CH2:4][CH3:5].[Cl-].[K+].[F:14][C:15]([F:30])([S:26]([O-:29])(=[O:28])=[O:27])[CH:16]([F:25])[O:17][C:18]([F:24])([F:23])[C:19]([F:22])([F:21])[F:20].[K+]. Product: [F:30][C:15]([F:14])([S:26]([O-:29])(=[O:27])=[O:28])[CH:16]([O:17][C:18]([F:24])([F:23])[C:19]([F:20])([F:21])[F:22])[F:25].[CH2:2]([N+:6]1[CH:10]=[CH:9][N:8]([CH3:11])[CH:7]=1)[CH2:3][CH2:4][CH3:5]. The catalyst class is: 21. (2) Reactant: [Br:1]N1C(=O)CCC1=O.[Cl:9][C:10]1[C:11]2[N:12]([C:16]([C@H:19]3[CH2:28][N:27]4[C@@H:22]([CH2:23][O:24][CH2:25][C:26]4=[O:29])[CH2:21][CH2:20]3)=[N:17][CH:18]=2)[CH:13]=[CH:14][N:15]=1. Product: [Br:1][C:18]1[N:17]=[C:16]([C@H:19]2[CH2:28][N:27]3[C@@H:22]([CH2:23][O:24][CH2:25][C:26]3=[O:29])[CH2:21][CH2:20]2)[N:12]2[CH:13]=[CH:14][N:15]=[C:10]([Cl:9])[C:11]=12. The catalyst class is: 9.